This data is from Full USPTO retrosynthesis dataset with 1.9M reactions from patents (1976-2016). The task is: Predict the reactants needed to synthesize the given product. Given the product [Cl:14][C:10]1[C:9]2[O:15][C:2]3[C:3](=[N:4][CH:5]=[CH:6][CH:7]=3)[C:8]=2[CH:13]=[CH:12][CH:11]=1, predict the reactants needed to synthesize it. The reactants are: Br[C:2]1[C:3]([C:8]2[CH:13]=[CH:12][CH:11]=[C:10]([Cl:14])[C:9]=2[OH:15])=[N:4][CH:5]=[CH:6][CH:7]=1.N1C=CC=CC=1C(O)=O.P([O-])([O-])([O-])=O.[K+].[K+].[K+].